Dataset: Forward reaction prediction with 1.9M reactions from USPTO patents (1976-2016). Task: Predict the product of the given reaction. (1) The product is: [CH3:1][O:2][C@H:3]([CH3:52])[C@H:4]([NH:47][C:48]([O:49][CH3:50])=[O:51])[C:5]([N:7]1[C@@H:11]([CH3:12])[CH2:10][CH2:9][C@H:8]1[C:13]1[NH:17][C:16]2[C:18]3[C:23]([CH:24]=[CH:25][C:15]=2[N:14]=1)=[CH:22][C:21]1[C:26]2[C:31]([CH2:32][O:33][C:20]=1[CH:19]=3)=[CH:30][C:29]([C:34]1[NH:38][C:37]([C@@H:39]3[CH2:43][C@H:42]([CH2:44][O:45][CH3:46])[CH2:41][N:40]3[C:59](=[O:60])[C@@H:58]([NH:57][C:55](=[O:56])[O:54][CH3:53])[CH:62]([CH3:64])[CH3:63])=[N:36][CH:35]=1)=[CH:28][CH:27]=2)=[O:6]. Given the reactants [CH3:1][O:2][C@H:3]([CH3:52])[C@H:4]([NH:47][C:48](=[O:51])[O:49][CH3:50])[C:5]([N:7]1[C@@H:11]([CH3:12])[CH2:10][CH2:9][C@H:8]1[C:13]1[NH:17][C:16]2[C:18]3[C:23]([CH:24]=[CH:25][C:15]=2[N:14]=1)=[CH:22][C:21]1[C:26]2[C:31]([CH2:32][O:33][C:20]=1[CH:19]=3)=[CH:30][C:29]([C:34]1[NH:38][C:37]([C@@H:39]3[CH2:43][C@H:42]([CH2:44][O:45][CH3:46])[CH2:41][NH:40]3)=[N:36][CH:35]=1)=[CH:28][CH:27]=2)=[O:6].[CH3:53][O:54][C:55]([NH:57][C@@H:58]([CH:62]([CH3:64])[CH3:63])[C:59](O)=[O:60])=[O:56].CN(C(ON1N=NC2C=CC=NC1=2)=[N+](C)C)C.F[P-](F)(F)(F)(F)F.CCN(C(C)C)C(C)C, predict the reaction product. (2) Given the reactants [H-].[Na+].[C:3]([O:11][CH2:12][CH3:13])(=[O:10])[CH2:4][C:5]([O:7][CH2:8][CH3:9])=[O:6].Br[CH2:15][C:16]1[C:21]([N+:22]([O-:24])=[O:23])=[CH:20][CH:19]=[CH:18][C:17]=1[Cl:25], predict the reaction product. The product is: [Cl:25][C:17]1[CH:18]=[CH:19][CH:20]=[C:21]([N+:22]([O-:24])=[O:23])[C:16]=1[CH2:15][CH:4]([C:5]([O:7][CH2:8][CH3:9])=[O:6])[C:3]([O:11][CH2:12][CH3:13])=[O:10]. (3) Given the reactants Cl[CH2:2][CH:3]1[O:7][N:6]=[C:5]([C:8]2[N:13]=[CH:12][C:11]([C:14]3[CH:19]=[CH:18][C:17]([N:20]4[CH2:24][C@H:23]([CH2:25][NH:26][C:27](=[O:29])[CH3:28])[O:22][C:21]4=[O:30])=[CH:16][C:15]=3[F:31])=[CH:10][CH:9]=2)[CH2:4]1.[NH:32]1[CH2:37][CH2:36][O:35][CH2:34][CH2:33]1, predict the reaction product. The product is: [F:31][C:15]1[CH:16]=[C:17]([N:20]2[CH2:24][C@H:23]([CH2:25][NH:26][C:27](=[O:29])[CH3:28])[O:22][C:21]2=[O:30])[CH:18]=[CH:19][C:14]=1[C:11]1[CH:12]=[N:13][C:8]([C:5]2[CH2:4][CH:3]([CH2:2][N:32]3[CH2:37][CH2:36][O:35][CH2:34][CH2:33]3)[O:7][N:6]=2)=[CH:9][CH:10]=1. (4) The product is: [C:41]([O:45][C:38](=[O:22])[NH:35][C:8]1[CH:12]=[CH:13][CH:14]=[C:6]([C:3]([C:1]#[N:2])([CH3:4])[CH3:5])[CH:7]=1)([CH3:44])([CH3:43])[CH3:42]. Given the reactants [C:1]([C:3]([C:6]1[CH:7]=[C:8]([CH:12]=[CH:13][CH:14]=1)C(O)=O)([CH3:5])[CH3:4])#[N:2].C1(P(N=[N+]=[N-])(C2C=CC=CC=2)=[O:22])C=CC=CC=1.C([N:35]([CH:38](C)C)CC)(C)C.[C:41]([OH:45])([CH3:44])([CH3:43])[CH3:42], predict the reaction product. (5) Given the reactants [Cl:1][C:2]1[CH:7]=[C:6](Cl)[N:5]=[C:4]([C:9]2[S:10][CH:11]=[CH:12][N:13]=2)[CH:3]=1.[CH:14]([O:17][C:18]1[CH:23]=[CH:22][C:21](B2OC(C)(C)C(C)(C)O2)=[CH:20][N:19]=1)([CH3:16])[CH3:15].[O-]P([O-])([O-])=O.[K+].[K+].[K+].C1COCC1, predict the reaction product. The product is: [Cl:1][C:2]1[CH:3]=[C:4]([C:9]2[S:10][CH:11]=[CH:12][N:13]=2)[N:5]=[C:6]([C:21]2[CH:20]=[N:19][C:18]([O:17][CH:14]([CH3:16])[CH3:15])=[CH:23][CH:22]=2)[CH:7]=1. (6) Given the reactants C(OC([N:8]1[CH2:12][C:11](=[N:13][O:14][CH3:15])[CH2:10][C@H:9]1[C:16]([OH:18])=O)=O)(C)(C)C.[C:19]1([C:29]2[CH:34]=[CH:33][CH:32]=[CH:31][CH:30]=2)[CH:24]=[CH:23][C:22]([S:25](Cl)(=[O:27])=[O:26])=[CH:21][CH:20]=1.[C:35]1([C:41]2([OH:47])[CH2:46][CH2:45][NH:44][CH2:43][CH2:42]2)[CH:40]=[CH:39][CH:38]=[CH:37][CH:36]=1, predict the reaction product. The product is: [CH3:15][O:14][N:13]=[C:11]1[CH2:10][C@@H:9]([C:16]([N:44]2[CH2:45][CH2:46][C:41]([OH:47])([C:35]3[CH:36]=[CH:37][CH:38]=[CH:39][CH:40]=3)[CH2:42][CH2:43]2)=[O:18])[N:8]([S:25]([C:22]2[CH:23]=[CH:24][C:19]([C:29]3[CH:34]=[CH:33][CH:32]=[CH:31][CH:30]=3)=[CH:20][CH:21]=2)(=[O:27])=[O:26])[CH2:12]1.